From a dataset of Peptide-MHC class II binding affinity with 134,281 pairs from IEDB. Regression. Given a peptide amino acid sequence and an MHC pseudo amino acid sequence, predict their binding affinity value. This is MHC class II binding data. The peptide sequence is EKKYFAFTQFEPLAA. The MHC is HLA-DQA10501-DQB10301 with pseudo-sequence HLA-DQA10501-DQB10301. The binding affinity (normalized) is 0.205.